From a dataset of CYP2C9 inhibition data for predicting drug metabolism from PubChem BioAssay. Regression/Classification. Given a drug SMILES string, predict its absorption, distribution, metabolism, or excretion properties. Task type varies by dataset: regression for continuous measurements (e.g., permeability, clearance, half-life) or binary classification for categorical outcomes (e.g., BBB penetration, CYP inhibition). Dataset: cyp2c9_veith. (1) The molecule is COC(=O)c1nn(-c2ccc(OC)cc2)c(=O)cc1Oc1cccc(Cl)c1. The result is 0 (non-inhibitor). (2) The compound is CN1CCN(c2ncc3nc(-c4cn(C)c5ccccc45)c(=O)n(Cc4cccs4)c3n2)CC1. The result is 0 (non-inhibitor). (3) The molecule is COc1ccc(CCNC(=O)C2CCN(S(=O)(=O)c3cccc4nsnc34)CC2)cc1OC. The result is 0 (non-inhibitor). (4) The result is 1 (inhibitor). The compound is CN(C)c1ncc2nc(CCc3ccccc3)c(=O)n(-c3ccccc3)c2n1. (5) The drug is N#Cc1cccc(NC(=O)N2CC3(CCN(C(=O)c4cnccn4)CC3)C2)c1. The result is 0 (non-inhibitor). (6) The molecule is c1ccc(-c2cnc(-c3ccc(-c4ncc(-c5ccccc5)o4)cc3)o2)cc1. The result is 0 (non-inhibitor). (7) The molecule is COc1ccccc1CN1CCCC2(CCN(S(C)(=O)=O)CC2)C1. The result is 0 (non-inhibitor). (8) The drug is CCOC(=O)COc1c(OC)cc(Cl)cc1C1Nc2ccccc2C(=O)N1c1cccc(C)c1. The result is 1 (inhibitor). (9) The drug is CO[C@]1(C2=NCCN2)COc2ccccc2O1. The result is 0 (non-inhibitor).